This data is from Full USPTO retrosynthesis dataset with 1.9M reactions from patents (1976-2016). The task is: Predict the reactants needed to synthesize the given product. (1) Given the product [C:1]([C:3]1[CH:12]=[C:11]2[C:6]([CH:7]=[CH:8][C:9]([O:13][CH:14]([O:18][CH3:19])[C:15]([NH:35][C:33]([CH3:36])([CH3:34])[CH2:32][O:31][CH3:30])=[O:17])=[CH:10]2)=[CH:5][CH:4]=1)#[CH:2], predict the reactants needed to synthesize it. The reactants are: [C:1]([C:3]1[CH:12]=[C:11]2[C:6]([CH:7]=[CH:8][C:9]([O:13][CH:14]([O:18][CH3:19])[C:15]([OH:17])=O)=[CH:10]2)=[CH:5][CH:4]=1)#[CH:2].C(N(CC)C(C)C)(C)C.Cl.[CH3:30][O:31][CH2:32][C:33]([CH3:36])([NH2:35])[CH3:34]. (2) Given the product [F:26][C:23]([F:24])([F:25])[O:22][C:20]1[CH:19]=[CH:18][C:16]2[NH:17][C:33]3[CH2:34][C:29]4([NH:30][C:31](=[O:36])[C:32]=3[S:14][C:15]=2[CH:21]=1)[CH2:27][CH2:28]4, predict the reactants needed to synthesize it. The reactants are: [NH2:17][C:16]1[CH:18]=[CH:19][C:20]([O:22][C:23]([F:24])([F:25])[F:26])=[CH:21][C:15]=1[S:14][S:14][C:15]1[CH:21]=[C:20]([O:22][C:23]([F:26])([F:25])[F:24])[CH:19]=[CH:18][C:16]=1[NH2:17].[CH2:27]1[C:29]2([CH2:34][C:33](=O)[CH2:32][C:31](=[O:36])[NH:30]2)[CH2:28]1. (3) Given the product [CH:1]1[CH:2]=[CH:3][C:4]2[S:15][C:14]3[CH:13]=[CH:12][CH:11]=[CH:10][C:9]=3[N:8]=[C:7]([N:16]3[CH2:21][CH2:20][N:19]([CH2:22][CH2:23][O:24][CH2:25][CH2:26][OH:27])[CH2:18][CH2:17]3)[C:5]=2[CH:6]=1.[S:34]([C:28]1[CH:33]=[CH:32][CH:31]=[CH:30][CH:29]=1)([O-:37])(=[O:36])=[O:35], predict the reactants needed to synthesize it. The reactants are: [CH:1]1[CH:2]=[CH:3][C:4]2[S:15][C:14]3[CH:13]=[CH:12][CH:11]=[CH:10][C:9]=3[N:8]=[C:7]([N:16]3[CH2:21][CH2:20][N:19]([CH2:22][CH2:23][O:24][CH2:25][CH2:26][OH:27])[CH2:18][CH2:17]3)[C:5]=2[CH:6]=1.[C:28]1([S:34]([OH:37])(=[O:36])=[O:35])[CH:33]=[CH:32][CH:31]=[CH:30][CH:29]=1.C(OCC)C. (4) Given the product [F:1][C:2]([F:27])([F:26])[CH2:3][NH:4][C:5]([C:7]1([CH2:21][CH2:22][CH2:23][CH2:24][N:42]2[CH2:43][CH2:44][CH2:45][N:39]([C:34]3[CH:33]=[CH:32][C:31]4[C:36](=[CH:37][CH:38]=[C:29]([Cl:28])[CH:30]=4)[N:35]=3)[CH2:40][CH2:41]2)[C:20]2[CH:19]=[CH:18][CH:17]=[CH:16][C:15]=2[O:14][C:13]2[C:8]1=[CH:9][CH:10]=[CH:11][CH:12]=2)=[O:6], predict the reactants needed to synthesize it. The reactants are: [F:1][C:2]([F:27])([F:26])[CH2:3][NH:4][C:5]([C:7]1([CH2:21][CH2:22][CH2:23][CH2:24]Br)[C:20]2[CH:19]=[CH:18][CH:17]=[CH:16][C:15]=2[O:14][C:13]2[C:8]1=[CH:9][CH:10]=[CH:11][CH:12]=2)=[O:6].[Cl:28][C:29]1[CH:30]=[C:31]2[C:36](=[CH:37][CH:38]=1)[N:35]=[C:34]([N:39]1[CH2:45][CH2:44][CH2:43][NH:42][CH2:41][CH2:40]1)[CH:33]=[CH:32]2.